Regression. Given a peptide amino acid sequence and an MHC pseudo amino acid sequence, predict their binding affinity value. This is MHC class I binding data. From a dataset of Peptide-MHC class I binding affinity with 185,985 pairs from IEDB/IMGT. (1) The peptide sequence is AWISSEATTPV. The MHC is Mamu-A11 with pseudo-sequence Mamu-A11. The binding affinity (normalized) is 0.296. (2) The peptide sequence is ESRFTPQFL. The MHC is HLA-A24:02 with pseudo-sequence HLA-A24:02. The binding affinity (normalized) is 0.0741. (3) The peptide sequence is MQGKDFNHL. The binding affinity (normalized) is 0.0847. The MHC is HLA-B15:01 with pseudo-sequence HLA-B15:01. (4) The peptide sequence is GVFELSDEK. The MHC is HLA-A02:01 with pseudo-sequence HLA-A02:01. The binding affinity (normalized) is 0.0847. (5) The peptide sequence is RQFITAFEF. The MHC is Mamu-B3901 with pseudo-sequence Mamu-B3901. The binding affinity (normalized) is 0.595. (6) The peptide sequence is YSAVVPLVY. The MHC is HLA-A29:02 with pseudo-sequence HLA-A29:02. The binding affinity (normalized) is 0.860.